Dataset: Catalyst prediction with 721,799 reactions and 888 catalyst types from USPTO. Task: Predict which catalyst facilitates the given reaction. (1) Reactant: [Cl:1][C:2]1[CH:10]=[C:9]([Cl:11])[CH:8]=[CH:7][C:3]=1[C:4](Cl)=[O:5].[N:12]1([C:18]2([CH2:28][NH2:29])[CH2:21][N:20]([S:22]([CH2:25][CH2:26][CH3:27])(=[O:24])=[O:23])[CH2:19]2)[CH2:17][CH2:16][O:15][CH2:14][CH2:13]1.C(N(CC)CC)C.C(O)(=O)C(O)=O. Product: [Cl:1][C:2]1[CH:10]=[C:9]([Cl:11])[CH:8]=[CH:7][C:3]=1[C:4]([NH:29][CH2:28][C:18]1([N:12]2[CH2:17][CH2:16][O:15][CH2:14][CH2:13]2)[CH2:21][N:20]([S:22]([CH2:25][CH2:26][CH3:27])(=[O:24])=[O:23])[CH2:19]1)=[O:5]. The catalyst class is: 429. (2) Reactant: [CH3:1][N:2]1[C:6]([CH:7]=[O:8])=[C:5]([N+:9]([O-:11])=[O:10])[CH:4]=[N:3]1.[CH2:12]([C:14]([CH2:19]O)([CH2:17][OH:18])[CH2:15][OH:16])[CH3:13].C1(C)C=CC(S(O)(=O)=O)=CC=1. Product: [CH2:12]([C:14]1([CH2:17][OH:18])[CH2:15][O:16][CH:7]([C:6]2[N:2]([CH3:1])[N:3]=[CH:4][C:5]=2[N+:9]([O-:11])=[O:10])[O:8][CH2:19]1)[CH3:13]. The catalyst class is: 11. (3) Reactant: [NH2:1][C:2]1[CH:3]=[CH:4][CH:5]=[C:6]2[C:11]=1[N:10]=[CH:9][CH:8]=[CH:7]2.C(N(CC)CC)C.[Cl:19][C:20]([Cl:25])([Cl:24])[C:21](Cl)=[O:22]. Product: [Cl:19][C:20]([Cl:25])([Cl:24])[C:21]([NH:1][C:2]1[CH:3]=[CH:4][CH:5]=[C:6]2[C:11]=1[N:10]=[CH:9][CH:8]=[CH:7]2)=[O:22]. The catalyst class is: 4. (4) Reactant: [Cl:1][C:2]1[CH:3]=[C:4]([C:42]([F:45])([F:44])[F:43])[CH:5]=[C:6]2[C:10]=1[N:9]([CH3:11])[N:8]=[C:7]2[CH:12]([C:35]1[CH:40]=[CH:39][C:38]([Cl:41])=[CH:37][CH:36]=1)[CH:13]([C:17]1[CH:34]=[CH:33][C:20]([C:21]([NH:23][CH2:24][CH2:25][C:26]([O:28]CCCC)=[O:27])=[O:22])=[CH:19][CH:18]=1)[CH2:14][CH2:15][CH3:16].C(O)(C(F)(F)F)=O. Product: [Cl:1][C:2]1[CH:3]=[C:4]([C:42]([F:44])([F:43])[F:45])[CH:5]=[C:6]2[C:10]=1[N:9]([CH3:11])[N:8]=[C:7]2[CH:12]([C:35]1[CH:40]=[CH:39][C:38]([Cl:41])=[CH:37][CH:36]=1)[CH:13]([C:17]1[CH:34]=[CH:33][C:20]([C:21]([NH:23][CH2:24][CH2:25][C:26]([OH:28])=[O:27])=[O:22])=[CH:19][CH:18]=1)[CH2:14][CH2:15][CH3:16]. The catalyst class is: 2. (5) Reactant: [NH2:1][CH2:2][CH:3]([OH:5])[CH3:4].C1(C)C=CC=CC=1.[Cl:13][C:14]1[CH:19]=[CH:18][C:17]([CH2:20][CH2:21]Cl)=[CH:16][CH:15]=1. Product: [Cl:13][C:14]1[CH:19]=[CH:18][C:17]([CH2:20][CH2:21][NH:1][CH2:2][CH:3]([OH:5])[CH3:4])=[CH:16][CH:15]=1. The catalyst class is: 6. (6) Reactant: [C:1]([O:5][C:6](=[O:30])[NH:7][CH2:8][C@@H:9]1[CH2:11][C@H:10]1[C:12]1[CH:17]=[C:16]([O:18]C(=O)C(C)(C)C)[CH:15]=[CH:14][C:13]=1[O:25][CH2:26][CH:27]1[CH2:29][CH2:28]1)([CH3:4])([CH3:3])[CH3:2].CC([O-])(C)C.[Na+]. Product: [C:1]([O:5][C:6](=[O:30])[NH:7][CH2:8][C@@H:9]1[CH2:11][C@H:10]1[C:12]1[CH:17]=[C:16]([OH:18])[CH:15]=[CH:14][C:13]=1[O:25][CH2:26][CH:27]1[CH2:29][CH2:28]1)([CH3:4])([CH3:2])[CH3:3]. The catalyst class is: 5.